This data is from TCR-epitope binding with 47,182 pairs between 192 epitopes and 23,139 TCRs. The task is: Binary Classification. Given a T-cell receptor sequence (or CDR3 region) and an epitope sequence, predict whether binding occurs between them. (1) The epitope is FLKEKGGL. The TCR CDR3 sequence is CASSYGPTYEQYF. Result: 0 (the TCR does not bind to the epitope). (2) The epitope is NQKLIANQF. The TCR CDR3 sequence is CAIGDENTGELFF. Result: 0 (the TCR does not bind to the epitope). (3) The epitope is SSTFNVPMEKLK. The TCR CDR3 sequence is CASSGGGLGVQASRYQPQHF. Result: 1 (the TCR binds to the epitope). (4) The epitope is QYDPVAALF. The TCR CDR3 sequence is CASSYSREETQYF. Result: 0 (the TCR does not bind to the epitope). (5) The epitope is KAYNVTQAF. The TCR CDR3 sequence is CASSFRSSGNTIYF. Result: 1 (the TCR binds to the epitope). (6) The epitope is FVDGVPFVV. The TCR CDR3 sequence is CASSHTGRPYEQYF. Result: 1 (the TCR binds to the epitope). (7) The epitope is RLRPGGKKR. The TCR CDR3 sequence is CASSLFYLEDEQFF. Result: 0 (the TCR does not bind to the epitope).